From a dataset of Reaction yield outcomes from USPTO patents with 853,638 reactions. Predict the reaction yield, written as a fraction of the theoretical maximum amount of product (1.0 means a 100% yield; for example, 0.34 means a 34% yield). (1) The reactants are [C:1]([C:3]1[CH:8]=[CH:7][C:6](B(O)O)=[CH:5][CH:4]=1)#[N:2].Br[C:13]1[CH:18]=[C:17]([CH3:19])[CH:16]=[C:15]([N:20]2[C:24]([CH3:25])=[CH:23][CH:22]=[C:21]2[CH3:26])[N:14]=1. The catalyst is C([O-])([O-])=O.[Na+].[Na+].CO.C1(C)C=CC=CC=1. The product is [CH3:26][C:21]1[N:20]([C:15]2[N:14]=[C:13]([C:6]3[CH:7]=[CH:8][C:3]([C:1]#[N:2])=[CH:4][CH:5]=3)[CH:18]=[C:17]([CH3:19])[CH:16]=2)[C:24]([CH3:25])=[CH:23][CH:22]=1. The yield is 0.710. (2) The reactants are Cl.[CH3:2][O:3][C:4]1[C:9]([C:10](Cl)=[O:11])=[C:8]([CH3:13])[N:7]=[C:6]([O:14][CH3:15])[CH:5]=1.[OH-].[NH4+:17]. The catalyst is ClCCl. The product is [CH3:2][O:3][C:4]1[C:9]([C:10]([NH2:17])=[O:11])=[C:8]([CH3:13])[N:7]=[C:6]([O:14][CH3:15])[CH:5]=1. The yield is 0.520. (3) The catalyst is C(Cl)Cl.[I-].C([N+](CCCC)(CCCC)CCCC)CCC. The product is [CH2:43]([NH:42][C:40](=[O:41])[CH2:39][N:27]1[CH2:28][CH2:29][CH:24]([C:22]2[CH:21]=[CH:20][C:17]3[C:18]4[N:12]([CH:11]=[C:10]([C:9]5[N:5]([CH:2]([CH3:4])[CH3:3])[N:6]=[C:7]([CH3:30])[N:8]=5)[N:19]=4)[CH2:13][CH2:14][O:15][C:16]=3[CH:23]=2)[CH2:25][CH2:26]1)[CH3:44]. The reactants are Cl.[CH:2]([N:5]1[C:9]([C:10]2[N:19]=[C:18]3[N:12]([CH2:13][CH2:14][O:15][C:16]4[CH:23]=[C:22]([CH:24]5[CH2:29][CH2:28][NH:27][CH2:26][CH2:25]5)[CH:21]=[CH:20][C:17]=43)[CH:11]=2)=[N:8][C:7]([CH3:30])=[N:6]1)([CH3:4])[CH3:3].C(N(CC)CC)C.Cl[CH2:39][C:40]([NH:42][CH2:43][CH3:44])=[O:41]. The yield is 0.550. (4) The reactants are CC1(C)C(C)(C)OB([C:9]2[CH:17]=[CH:16][CH:15]=[C:14]3[C:10]=2[CH2:11][CH2:12][C@H:13]3[NH:18][C:19](=[O:25])[O:20][C:21]([CH3:24])([CH3:23])[CH3:22])O1.Br[C:28]1[O:32][C:31]([C:33]2[CH:34]=[CH:35][C:36]([O:41][CH:42]([CH3:44])[CH3:43])=[C:37]([CH:40]=2)[C:38]#[N:39])=[N:30][CH:29]=1.C(=O)([O-])[O-].[K+].[K+].CC(O)C(O)C.O. No catalyst specified. The product is [C:38]([C:37]1[CH:40]=[C:33]([C:31]2[O:32][C:28]([C:9]3[CH:17]=[CH:16][CH:15]=[C:14]4[C:10]=3[CH2:11][CH2:12][C@H:13]4[NH:18][C:19](=[O:25])[O:20][C:21]([CH3:22])([CH3:23])[CH3:24])=[CH:29][N:30]=2)[CH:34]=[CH:35][C:36]=1[O:41][CH:42]([CH3:44])[CH3:43])#[N:39]. The yield is 0.670. (5) The reactants are C1C(=O)N([Br:8])C(=O)C1.[CH:9]1[C:21]2[NH:20][C:19]3[C:14](=[CH:15][CH:16]=[CH:17][CH:18]=3)[C:13]=2[CH:12]=[CH:11][CH:10]=1. The catalyst is CN(C=O)C. The product is [Br:8][C:11]1[CH:10]=[CH:9][C:21]2[NH:20][C:19]3[C:14]([C:13]=2[CH:12]=1)=[CH:15][CH:16]=[CH:17][CH:18]=3. The yield is 0.760.